Dataset: Full USPTO retrosynthesis dataset with 1.9M reactions from patents (1976-2016). Task: Predict the reactants needed to synthesize the given product. Given the product [Cl:26][C:11]1[CH:12]=[C:13]([F:14])[C:5]([S:2]([NH:23][CH2:22][C:21]([F:25])([F:24])[F:20])(=[O:4])=[O:3])=[CH:6][C:7]=1[C:8]([OH:10])=[O:9], predict the reactants needed to synthesize it. The reactants are: Cl[S:2]([C:5]1[CH:6]=[C:7]([CH:11]=[CH:12][C:13]=1[F:14])[C:8]([OH:10])=[O:9])(=[O:4])=[O:3].C([O-])(O)=O.[Na+].[F:20][C:21]([F:25])([F:24])[CH2:22][NH2:23].[ClH:26].